Dataset: NCI-60 drug combinations with 297,098 pairs across 59 cell lines. Task: Regression. Given two drug SMILES strings and cell line genomic features, predict the synergy score measuring deviation from expected non-interaction effect. (1) Drug 1: CC1C(C(=O)NC(C(=O)N2CCCC2C(=O)N(CC(=O)N(C(C(=O)O1)C(C)C)C)C)C(C)C)NC(=O)C3=C4C(=C(C=C3)C)OC5=C(C(=O)C(=C(C5=N4)C(=O)NC6C(OC(=O)C(N(C(=O)CN(C(=O)C7CCCN7C(=O)C(NC6=O)C(C)C)C)C)C(C)C)C)N)C. Drug 2: C1=NNC2=C1C(=O)NC=N2. Cell line: LOX IMVI. Synergy scores: CSS=4.13, Synergy_ZIP=-1.27, Synergy_Bliss=0.251, Synergy_Loewe=-1.64, Synergy_HSA=1.68. (2) Drug 1: CS(=O)(=O)CCNCC1=CC=C(O1)C2=CC3=C(C=C2)N=CN=C3NC4=CC(=C(C=C4)OCC5=CC(=CC=C5)F)Cl. Cell line: HT29. Synergy scores: CSS=57.4, Synergy_ZIP=2.71, Synergy_Bliss=1.81, Synergy_Loewe=-20.5, Synergy_HSA=-0.410. Drug 2: CC1C(C(CC(O1)OC2CC(OC(C2O)C)OC3=CC4=CC5=C(C(=O)C(C(C5)C(C(=O)C(C(C)O)O)OC)OC6CC(C(C(O6)C)O)OC7CC(C(C(O7)C)O)OC8CC(C(C(O8)C)O)(C)O)C(=C4C(=C3C)O)O)O)O. (3) Drug 1: CCCS(=O)(=O)NC1=C(C(=C(C=C1)F)C(=O)C2=CNC3=C2C=C(C=N3)C4=CC=C(C=C4)Cl)F. Drug 2: C1=NC2=C(N=C(N=C2N1C3C(C(C(O3)CO)O)O)F)N. Cell line: SK-MEL-2. Synergy scores: CSS=1.20, Synergy_ZIP=-1.92, Synergy_Bliss=-4.72, Synergy_Loewe=-8.81, Synergy_HSA=-8.76. (4) Drug 1: C1=CC=C(C(=C1)C(C2=CC=C(C=C2)Cl)C(Cl)Cl)Cl. Drug 2: CCCCCOC(=O)NC1=NC(=O)N(C=C1F)C2C(C(C(O2)C)O)O. Cell line: IGROV1. Synergy scores: CSS=2.42, Synergy_ZIP=-0.930, Synergy_Bliss=-1.49, Synergy_Loewe=0.461, Synergy_HSA=-0.875. (5) Drug 1: CC12CCC(CC1=CCC3C2CCC4(C3CC=C4C5=CN=CC=C5)C)O. Cell line: NCI-H322M. Synergy scores: CSS=0.323, Synergy_ZIP=1.13, Synergy_Bliss=0.576, Synergy_Loewe=-1.58, Synergy_HSA=-0.676. Drug 2: C1CN(P(=O)(OC1)NCCCl)CCCl. (6) Drug 1: C1CCC(CC1)NC(=O)N(CCCl)N=O. Drug 2: C1CN1P(=S)(N2CC2)N3CC3. Cell line: SR. Synergy scores: CSS=78.1, Synergy_ZIP=0.115, Synergy_Bliss=-0.260, Synergy_Loewe=0.403, Synergy_HSA=3.47. (7) Drug 1: CC1CCC2CC(C(=CC=CC=CC(CC(C(=O)C(C(C(=CC(C(=O)CC(OC(=O)C3CCCCN3C(=O)C(=O)C1(O2)O)C(C)CC4CCC(C(C4)OC)O)C)C)O)OC)C)C)C)OC. Drug 2: C1CCC(C(C1)N)N.C(=O)(C(=O)[O-])[O-].[Pt+4]. Cell line: CCRF-CEM. Synergy scores: CSS=70.5, Synergy_ZIP=-3.45, Synergy_Bliss=0.0296, Synergy_Loewe=3.06, Synergy_HSA=5.43. (8) Drug 1: CCN(CC)CCCC(C)NC1=C2C=C(C=CC2=NC3=C1C=CC(=C3)Cl)OC. Drug 2: COCCOC1=C(C=C2C(=C1)C(=NC=N2)NC3=CC=CC(=C3)C#C)OCCOC.Cl. Cell line: NCI/ADR-RES. Synergy scores: CSS=5.85, Synergy_ZIP=-4.46, Synergy_Bliss=-2.04, Synergy_Loewe=-2.30, Synergy_HSA=0.225. (9) Drug 1: C1CN1P(=S)(N2CC2)N3CC3. Drug 2: C1CNP(=O)(OC1)N(CCCl)CCCl. Cell line: HT29. Synergy scores: CSS=4.37, Synergy_ZIP=0.286, Synergy_Bliss=2.82, Synergy_Loewe=-0.419, Synergy_HSA=1.29. (10) Drug 1: COC1=C(C=C2C(=C1)N=CN=C2NC3=CC(=C(C=C3)F)Cl)OCCCN4CCOCC4. Drug 2: C1=CN(C(=O)N=C1N)C2C(C(C(O2)CO)O)O.Cl. Cell line: HCT-15. Synergy scores: CSS=47.9, Synergy_ZIP=2.19, Synergy_Bliss=1.51, Synergy_Loewe=3.94, Synergy_HSA=5.15.